Dataset: Reaction yield outcomes from USPTO patents with 853,638 reactions. Task: Predict the reaction yield, written as a fraction of the theoretical maximum amount of product (1.0 means a 100% yield; for example, 0.34 means a 34% yield). (1) The reactants are [NH2:1][C:2]1[CH:3]=[C:4]([CH:7]=[C:8]([CH3:10])[CH:9]=1)[C:5]#[N:6].Br.Br[CH:13]([C:15]1[CH:16]=[C:17]([C:32]([N:34]([CH3:36])[CH3:35])=[O:33])[CH:18]=[C:19]2[C:24]=1[O:23][C:22]([N:25]1[CH2:30][CH2:29][O:28][CH2:27][CH2:26]1)=[CH:21][C:20]2=[O:31])[CH3:14]. No catalyst specified. The product is [C:5]([C:4]1[CH:3]=[C:2]([NH:1][CH:13]([C:15]2[CH:16]=[C:17]([C:32]([N:34]([CH3:36])[CH3:35])=[O:33])[CH:18]=[C:19]3[C:24]=2[O:23][C:22]([N:25]2[CH2:30][CH2:29][O:28][CH2:27][CH2:26]2)=[CH:21][C:20]3=[O:31])[CH3:14])[CH:9]=[C:8]([CH3:10])[CH:7]=1)#[N:6]. The yield is 0.480. (2) The reactants are [CH2:1](Br)[C:2]1[CH:7]=[CH:6][CH:5]=[CH:4][CH:3]=1.[C:9]([C:12]1[C:13]([OH:23])=[CH:14][C:15]([OH:22])=[C:16]([CH:21]=1)[C:17]([O:19][CH3:20])=[O:18])(=[O:11])[CH3:10].C(=O)([O-])[O-].[K+].[K+]. The catalyst is C(#N)C. The product is [C:9]([C:12]1[C:13]([O:23][CH2:1][C:2]2[CH:7]=[CH:6][CH:5]=[CH:4][CH:3]=2)=[CH:14][C:15]([O:22][CH2:1][C:2]2[CH:7]=[CH:6][CH:5]=[CH:4][CH:3]=2)=[C:16]([CH:21]=1)[C:17]([O:19][CH3:20])=[O:18])(=[O:11])[CH3:10]. The yield is 0.990. (3) The yield is 0.750. The product is [OH:2][C:3]1[CH:4]=[C:5]2[C:10](=[CH:11][CH:12]=1)[C@@H:9]([CH2:13][CH2:14][Br:15])[NH:8][CH2:7][CH2:6]2.[F:16][C:17]([F:22])([F:21])[C:18]([NH2:20])=[O:19]. The catalyst is ClCCl. The reactants are C[O:2][C:3]1[CH:4]=[C:5]2[C:10](=[CH:11][CH:12]=1)[C@@H:9]([CH2:13][CH2:14][Br:15])[NH:8][CH2:7][CH2:6]2.[F:16][C:17]([F:22])([F:21])[C:18]([NH2:20])=[O:19].B(Br)(Br)Br.C(=O)([O-])O.[Na+].